Predict the product of the given reaction. From a dataset of Forward reaction prediction with 1.9M reactions from USPTO patents (1976-2016). The product is: [OH:35][CH2:34][CH2:36][NH:37][C:29](=[O:30])[C@H:28]([O:27][C:25]1[CH:24]=[CH:23][CH:22]=[C:21]2[C:26]=1[C:17]([NH:16][C:12]1[CH:11]=[C:10]3[C:15](=[CH:14][CH:13]=1)[N:7]([CH2:6][C:2]1[S:1][CH:5]=[CH:4][N:3]=1)[N:8]=[CH:9]3)=[N:18][CH:19]=[N:20]2)[CH3:33]. Given the reactants [S:1]1[CH:5]=[CH:4][N:3]=[C:2]1[CH2:6][N:7]1[C:15]2[C:10](=[CH:11][C:12]([NH:16][C:17]3[C:26]4[C:21](=[CH:22][CH:23]=[CH:24][C:25]=4[O:27][C@H:28]([CH3:33])[C:29](OC)=[O:30])[N:20]=[CH:19][N:18]=3)=[CH:13][CH:14]=2)[CH:9]=[N:8]1.[CH2:34]([CH2:36][NH2:37])[OH:35], predict the reaction product.